This data is from Full USPTO retrosynthesis dataset with 1.9M reactions from patents (1976-2016). The task is: Predict the reactants needed to synthesize the given product. (1) Given the product [OH:33][CH2:32][C@@H:7]1[C@@H:6]([OH:5])[C@H:11]([OH:12])[CH:10]=[C:9]([C:23]2[CH:28]=[CH:27][N:26]=[CH:25][C:24]=2[N+:29]([O-:31])=[O:30])[O:8]1, predict the reactants needed to synthesize it. The reactants are: C([Si](C(C)C)(C(C)C)[O:5][C@H:6]1[C@H:11]([O:12][Si](C(C)C)(C(C)C)C(C)C)[CH:10]=[C:9]([C:23]2[CH:28]=[CH:27][N:26]=[CH:25][C:24]=2[N+:29]([O-:31])=[O:30])[O:8][C@@H:7]1[CH2:32][O:33][Si](C(C)C)(C(C)C)C(C)C)(C)C.CCCC[N+](CCCC)(CCCC)CCCC.[F-]. (2) Given the product [CH3:12][C:9]1([CH3:13])[O:8][C:6]2[N:7]=[C:2]([C:28]3[CH:29]=[N:30][C:31]([NH2:34])=[N:32][CH:33]=3)[N:3]=[C:4]([N:14]3[CH2:19][CH2:18][O:17][CH2:16][CH2:15]3)[C:5]=2[O:11][CH2:10]1, predict the reactants needed to synthesize it. The reactants are: Cl[C:2]1[N:3]=[C:4]([N:14]2[CH2:19][CH2:18][O:17][CH2:16][CH2:15]2)[C:5]2[O:11][CH2:10][C:9]([CH3:13])([CH3:12])[O:8][C:6]=2[N:7]=1.CC1(C)C(C)(C)OB([C:28]2[CH:29]=[N:30][C:31]([NH2:34])=[N:32][CH:33]=2)O1.C(=O)([O-])[O-].[Na+].[Na+]. (3) Given the product [Cl:20][C:21]1[CH:22]=[CH:23][C:24]([C:27]([CH:29]2[CH2:34][CH2:33][N:32]([C:14]([C:13]3[CH:12]=[CH:11][C:10]([N:5]4[C@H:4]([CH:1]([CH3:2])[CH3:3])[CH2:8][O:7][C:6]4=[O:9])=[CH:18][CH:17]=3)=[O:16])[CH2:31][CH2:30]2)=[O:28])=[CH:25][CH:26]=1, predict the reactants needed to synthesize it. The reactants are: [CH:1]([C@@H:4]1[CH2:8][O:7][C:6](=[O:9])[N:5]1[C:10]1[CH:18]=[CH:17][C:13]([C:14]([OH:16])=O)=[CH:12][CH:11]=1)([CH3:3])[CH3:2].Cl.[Cl:20][C:21]1[CH:26]=[CH:25][C:24]([C:27]([CH:29]2[CH2:34][CH2:33][NH:32][CH2:31][CH2:30]2)=[O:28])=[CH:23][CH:22]=1.O.[Cl-].COC1N=C(OC)N=C([N+]2(C)CCOCC2)N=1.CN1CCOCC1. (4) Given the product [CH3:1][O:2][CH2:3][CH:4]=[CH:5][CH2:6][CH2:7][CH2:8][CH2:9][CH3:10], predict the reactants needed to synthesize it. The reactants are: [CH3:1][O:2][CH2:3][CH:4]=[CH:5][CH2:6][CH2:7][CH2:8][CH:9]=[CH2:10].O1CCCC1.[H][H]. (5) The reactants are: Cl.[F:2][C:3]1[CH:4]=[C:5]2[C:9](=[CH:10][CH:11]=1)[NH:8][C:7]([C:12]1[N:17]=[C:16]([NH:18][C:19]3[CH:24]=[CH:23][C:22]([C:25]([N:27]4[CH2:32][CH2:31][NH:30][CH2:29][CH2:28]4)=[O:26])=[CH:21][C:20]=3[O:33]C)[CH:15]=[N:14][CH:13]=1)=[CH:6]2.B(Br)(Br)Br. Given the product [F:2][C:3]1[CH:4]=[C:5]2[C:9](=[CH:10][CH:11]=1)[NH:8][C:7]([C:12]1[N:17]=[C:16]([NH:18][C:19]3[CH:24]=[CH:23][C:22]([C:25]([N:27]4[CH2:32][CH2:31][NH:30][CH2:29][CH2:28]4)=[O:26])=[CH:21][C:20]=3[OH:33])[CH:15]=[N:14][CH:13]=1)=[CH:6]2, predict the reactants needed to synthesize it. (6) Given the product [CH:36]1([CH2:39][O:1][C:2]2[CH:33]=[CH:32][C:5]([CH2:6][CH:7]3[C:16]4[C:11](=[CH:12][C:13]([O:19][CH3:20])=[C:14]([O:17][CH3:18])[CH:15]=4)[CH2:10][CH2:9][N:8]3[CH2:21][C:22]([NH:24][CH2:25][C:26]3[CH:31]=[CH:30][CH:29]=[CH:28][CH:27]=3)=[O:23])=[CH:4][C:3]=2[O:34][CH3:35])[CH2:38][CH2:37]1, predict the reactants needed to synthesize it. The reactants are: [OH:1][C:2]1[CH:33]=[CH:32][C:5]([CH2:6][CH:7]2[C:16]3[C:11](=[CH:12][C:13]([O:19][CH3:20])=[C:14]([O:17][CH3:18])[CH:15]=3)[CH2:10][CH2:9][N:8]2[CH2:21][C:22]([NH:24][CH2:25][C:26]2[CH:31]=[CH:30][CH:29]=[CH:28][CH:27]=2)=[O:23])=[CH:4][C:3]=1[O:34][CH3:35].[CH:36]1([CH2:39]Br)[CH2:38][CH2:37]1. (7) Given the product [CH3:9][O:8][C:5]1[N:6]=[CH:7][C:2]([N:1]2[CH2:29][CH2:28][C:27](=[O:30])[CH2:26][CH2:25]2)=[CH:3][CH:4]=1, predict the reactants needed to synthesize it. The reactants are: [NH2:1][C:2]1[CH:3]=[CH:4][C:5]([O:8][CH3:9])=[N:6][CH:7]=1.C([O-])([O-])=O.[K+].[K+].[I-].C([N+]1(C)[CH2:29][CH2:28][C:27](=[O:30])[CH2:26][CH2:25]1)C1C=CC=CC=1. (8) Given the product [CH:30]([N:19]([CH:16]([CH3:18])[CH3:17])[CH2:20][CH2:21][NH:22][C:23]([NH:2][CH2:3][CH2:4][NH:5][C:6](=[O:15])[O:7][CH2:8][C:9]1[CH:10]=[CH:11][CH:12]=[CH:13][CH:14]=1)=[O:24])([CH3:32])[CH3:31], predict the reactants needed to synthesize it. The reactants are: Cl.[NH2:2][CH2:3][CH2:4][NH:5][C:6](=[O:15])[O:7][CH2:8][C:9]1[CH:14]=[CH:13][CH:12]=[CH:11][CH:10]=1.[CH:16]([N:19]([CH:30]([CH3:32])[CH3:31])[CH2:20][CH2:21][NH:22][C:23](N1C=CN=C1)=[O:24])([CH3:18])[CH3:17].C(N(CC)CC)C.